This data is from Catalyst prediction with 721,799 reactions and 888 catalyst types from USPTO. The task is: Predict which catalyst facilitates the given reaction. (1) Reactant: [NH2:1][C:2]1[N:7]=[C:6]([NH:8][CH2:9][CH2:10][CH2:11][N:12](C)[C:13](=O)OC(C)(C)C)[CH:5]=[CH:4][N:3]=1.[ClH:21].O1CCOCC1. Product: [ClH:21].[ClH:21].[CH3:13][NH:12][CH2:11][CH2:10][CH2:9][NH:8][C:6]1[CH:5]=[CH:4][N:3]=[C:2]([NH2:1])[N:7]=1. The catalyst class is: 5. (2) Reactant: C[O:2][C:3]1[N:4]=[N:5][C:6]([S:9]([C:12]2[O:13][C:14]3[CH:21]=[CH:20][CH:19]=[CH:18][C:15]=3[C:16]=2[OH:17])(=[O:11])=[O:10])=[CH:7][CH:8]=1.Cl. Product: [OH:17][C:16]1[C:15]2[CH:18]=[CH:19][CH:20]=[CH:21][C:14]=2[O:13][C:12]=1[S:9]([C:6]1[CH:7]=[CH:8][C:3](=[O:2])[NH:4][N:5]=1)(=[O:11])=[O:10]. The catalyst class is: 12. (3) Reactant: [CH:1]1([N:6]2[C:14]3[C:9](=[CH:10][C:11]([F:16])=[C:12]([CH3:15])[CH:13]=3)[C:8]([C:17](Cl)=[O:18])=[C:7]2[C:20]2[CH:25]=[CH:24][C:23]([S:26](=[O:35])(=[O:34])[NH:27][C@@H:28]([CH3:33])[C:29]([F:32])([F:31])[F:30])=[CH:22][N:21]=2)[CH2:5][CH2:4][CH2:3][CH2:2]1.[CH3:36][NH2:37].C1COCC1. Product: [CH:1]1([N:6]2[C:14]3[C:9](=[CH:10][C:11]([F:16])=[C:12]([CH3:15])[CH:13]=3)[C:8]([C:17]([NH:37][CH3:36])=[O:18])=[C:7]2[C:20]2[CH:25]=[CH:24][C:23]([S:26](=[O:35])(=[O:34])[NH:27][C@@H:28]([CH3:33])[C:29]([F:32])([F:31])[F:30])=[CH:22][N:21]=2)[CH2:5][CH2:4][CH2:3][CH2:2]1. The catalyst class is: 13. (4) Reactant: [Br:1][C:2]1[CH:7]=[CH:6][C:5]([Br:8])=[CH:4][C:3]=1[S:9]([NH:12][C@H:13]1[CH2:17][N:16]([C:18](OC(C)(C)C)=O)[C@@H:15]([CH2:25][O:26][C:27](=[O:32])[C:28]([CH3:31])([CH3:30])[CH3:29])[CH2:14]1)(=[O:11])=[O:10].Cl.CC[N:36](C(C)C)C(C)C.BrC#N.C(O)C(N)(CO)CO. Product: [CH3:30][C:28]([CH3:31])([CH3:29])[C:27]([O:26][CH2:25][C@H:15]1[CH2:14][C@@H:13]([NH:12][S:9]([C:3]2[CH:4]=[C:5]([Br:8])[CH:6]=[CH:7][C:2]=2[Br:1])(=[O:10])=[O:11])[CH2:17][N:16]1[C:18]#[N:36])=[O:32]. The catalyst class is: 258. (5) Reactant: FC(F)(F)S([O:6][S:7]([C:10]([F:13])([F:12])[F:11])(=[O:9])=[O:8])(=O)=O.[CH3:16][O:17][C:18](=[O:40])[CH2:19][C:20]1[C:29]([CH3:30])=[C:28]([CH2:31][C:32]2[CH:37]=[CH:36][C:35](O)=[CH:34][CH:33]=2)[C:27]2[C:22](=[CH:23][CH:24]=[C:25]([F:39])[CH:26]=2)[CH:21]=1.N1C=CC=CC=1.O. Product: [CH3:16][O:17][C:18](=[O:40])[CH2:19][C:20]1[C:29]([CH3:30])=[C:28]([CH2:31][C:32]2[CH:33]=[CH:34][C:35]([O:6][S:7]([C:10]([F:11])([F:12])[F:13])(=[O:8])=[O:9])=[CH:36][CH:37]=2)[C:27]2[C:22](=[CH:23][CH:24]=[C:25]([F:39])[CH:26]=2)[CH:21]=1. The catalyst class is: 4. (6) Reactant: [CH2:1]([S:8][C:9]1[CH:15]=[CH:14][C:13]([N+:16]([O-:18])=[O:17])=[CH:12][C:10]=1[NH2:11])[C:2]1[CH:7]=[CH:6][CH:5]=[CH:4][CH:3]=1.Cl[C:20]([O:22][CH2:23][CH3:24])=[O:21].CCN(C(C)C)C(C)C. Product: [CH2:1]([S:8][C:9]1[CH:15]=[CH:14][C:13]([N+:16]([O-:18])=[O:17])=[CH:12][C:10]=1[NH:11][C:20](=[O:21])[O:22][CH2:23][CH3:24])[C:2]1[CH:3]=[CH:4][CH:5]=[CH:6][CH:7]=1. The catalyst class is: 31. (7) Reactant: Br[CH2:2][CH2:3][O:4][C:5]1[CH:10]=[CH:9][C:8]([Cl:11])=[CH:7][CH:6]=1.[NH2:12][C:13]1[N:17]=[C:16]([SH:18])[NH:15][N:14]=1.C(=O)([O-])[O-].[K+].[K+].CN(C)C=O. Product: [Cl:11][C:8]1[CH:9]=[CH:10][C:5]([O:4][CH2:3][CH2:2][S:18][C:16]2[N:17]=[C:13]([NH2:12])[NH:14][N:15]=2)=[CH:6][CH:7]=1. The catalyst class is: 6. (8) Reactant: [CH3:1][O:2][Si:3]([O:8][CH3:9])([O:6][CH3:7])[O:4][CH3:5].[NH2:10][CH2:11][CH2:12][CH2:13][Si:14]([O:21][CH2:22][CH3:23])([O:18][CH2:19][CH3:20])[O:15][CH2:16][CH3:17]. Product: [CH3:1][O:2][Si:3]([O:8][CH3:9])([O:6][CH3:7])[O:4][CH3:5].[NH2:10][CH2:11][CH2:12][CH2:13][Si:14]([O:21][CH2:22][CH3:23])([O:15][CH2:16][CH3:17])[O:18][CH2:19][CH3:20]. The catalyst class is: 6. (9) Reactant: [CH2:1]([C:3]1[CH:13]=[CH:12][CH:11]=[CH:10][C:4]=1[NH:5][CH2:6][CH:7]([CH3:9])[CH3:8])[CH3:2].[CH:14]([C:16]1[CH:21]=[CH:20][C:19]([S:22](Cl)(=[O:24])=[O:23])=[CH:18][CH:17]=1)=[CH2:15].C(OCC)(=O)C. Product: [CH2:1]([C:3]1[CH:13]=[CH:12][CH:11]=[CH:10][C:4]=1[N:5]([CH2:6][CH:7]([CH3:9])[CH3:8])[S:22]([C:19]1[CH:20]=[CH:21][C:16]([CH:14]=[CH2:15])=[CH:17][CH:18]=1)(=[O:24])=[O:23])[CH3:2]. The catalyst class is: 17. (10) Reactant: COC1C=CC(C[N:8]2[CH:12]=[C:11]([C:13]3[N:14]=[C:15]([NH:19][C:20]4[CH:25]=[CH:24][CH:23]=[C:22]([I:26])[N:21]=4)[S:16][C:17]=3[CH3:18])[CH:10]=[N:9]2)=CC=1.C([O-])([O-])=O.[Na+].[Na+]. Product: [I:26][C:22]1[N:21]=[C:20]([NH:19][C:15]2[S:16][C:17]([CH3:18])=[C:13]([C:11]3[CH:12]=[N:8][NH:9][CH:10]=3)[N:14]=2)[CH:25]=[CH:24][CH:23]=1. The catalyst class is: 67.